Dataset: Full USPTO retrosynthesis dataset with 1.9M reactions from patents (1976-2016). Task: Predict the reactants needed to synthesize the given product. (1) The reactants are: [C:9](O[C:9]([O:11][C:12]([CH3:15])([CH3:14])[CH3:13])=[O:10])([O:11][C:12]([CH3:15])([CH3:14])[CH3:13])=[O:10].[CH2:16]([N:23]1[CH2:28][CH2:27][CH:26]([NH:29][CH2:30][C:31]2[N:32]=[CH:33][N:34]([C:36]([C:49]3[CH:54]=[CH:53][CH:52]=[CH:51][CH:50]=3)([C:43]3[CH:48]=[CH:47][CH:46]=[CH:45][CH:44]=3)[C:37]3[CH:42]=[CH:41][CH:40]=[CH:39][CH:38]=3)[CH:35]=2)[CH2:25][CH2:24]1)[C:17]1[CH:22]=[CH:21][CH:20]=[CH:19][CH:18]=1. Given the product [CH2:16]([N:23]1[CH2:24][CH2:25][CH:26]([N:29]([CH2:30][C:31]2[N:32]=[CH:33][N:34]([C:36]([C:49]3[CH:54]=[CH:53][CH:52]=[CH:51][CH:50]=3)([C:43]3[CH:44]=[CH:45][CH:46]=[CH:47][CH:48]=3)[C:37]3[CH:38]=[CH:39][CH:40]=[CH:41][CH:42]=3)[CH:35]=2)[C:9](=[O:10])[O:11][C:12]([CH3:13])([CH3:14])[CH3:15])[CH2:27][CH2:28]1)[C:17]1[CH:18]=[CH:19][CH:20]=[CH:21][CH:22]=1, predict the reactants needed to synthesize it. (2) Given the product [CH3:1][N:2]([CH3:29])[C:3]1[CH:4]=[C:5]([CH:26]=[CH:27][CH:28]=1)[C:6]([NH:8][C:9]1[CH:10]=[CH:11][C:12]([CH3:25])=[C:13]([NH:15][C:16](=[O:24])[C:17]2[CH:22]=[CH:21][C:20]([N:35]([CH2:34][CH2:33][CH2:32][N:31]([CH3:37])[CH3:30])[CH3:36])=[CH:19][CH:18]=2)[CH:14]=1)=[O:7], predict the reactants needed to synthesize it. The reactants are: [CH3:1][N:2]([CH3:29])[C:3]1[CH:4]=[C:5]([CH:26]=[CH:27][CH:28]=1)[C:6]([NH:8][C:9]1[CH:10]=[CH:11][C:12]([CH3:25])=[C:13]([NH:15][C:16](=[O:24])[C:17]2[CH:22]=[CH:21][CH:20]=[CH:19][C:18]=2F)[CH:14]=1)=[O:7].[CH3:30][N:31]([CH3:37])[CH2:32][CH2:33][CH2:34][NH:35][CH3:36]. (3) Given the product [F:1][C:2]1[CH:7]=[CH:6][C:5]([O:8][CH:16]([C:13]2[CH:12]=[CH:11][C:10]([F:9])=[CH:15][CH:14]=2)[CH2:17][CH2:18][CH2:19][CH2:20][CH2:21][N:22]2[CH2:23][CH2:24][CH:25]([C:28]3[CH:29]=[C:30]([NH:34][C:35](=[O:39])[CH:36]([CH3:38])[CH3:37])[CH:31]=[CH:32][CH:33]=3)[CH2:26][CH2:27]2)=[CH:4][CH:3]=1, predict the reactants needed to synthesize it. The reactants are: [F:1][C:2]1[CH:7]=[CH:6][C:5]([OH:8])=[CH:4][CH:3]=1.[F:9][C:10]1[CH:15]=[CH:14][C:13]([CH:16](O)[CH2:17][CH2:18][CH2:19][CH2:20][CH2:21][N:22]2[CH2:27][CH2:26][CH:25]([C:28]3[CH:29]=[C:30]([NH:34][C:35](=[O:39])[CH:36]([CH3:38])[CH3:37])[CH:31]=[CH:32][CH:33]=3)[CH2:24][CH2:23]2)=[CH:12][CH:11]=1.Cl. (4) Given the product [C:13]([C:12]1[CH:15]=[CH:16][CH:17]=[CH:18][C:11]=1[N:1]1[CH:5]=[C:4]([C:6]([O:8][CH3:9])=[O:7])[N:3]=[CH:2]1)#[N:14], predict the reactants needed to synthesize it. The reactants are: [NH:1]1[CH:5]=[C:4]([C:6]([O:8][CH3:9])=[O:7])[N:3]=[CH:2]1.I[C:11]1[CH:18]=[CH:17][CH:16]=[CH:15][C:12]=1[C:13]#[N:14].N1CCC[C@H]1C(O)=O.C(=O)([O-])[O-].[K+].[K+]. (5) Given the product [CH3:1][N:2]1[CH:6]=[CH:5][C:4]([NH:7][C:8]([C:10]2[C:15]([NH:16][C:19]3[CH:20]=[N:21][CH:22]=[N:23][CH:24]=3)=[CH:14][CH:13]=[C:12]([CH3:17])[N:11]=2)=[O:9])=[N:3]1, predict the reactants needed to synthesize it. The reactants are: [CH3:1][N:2]1[CH:6]=[CH:5][C:4]([NH:7][C:8]([C:10]2[C:15]([NH2:16])=[CH:14][CH:13]=[C:12]([CH3:17])[N:11]=2)=[O:9])=[N:3]1.Br[C:19]1[CH:20]=[N:21][CH:22]=[N:23][CH:24]=1. (6) The reactants are: [C:12]([O:11][C:9](O[C:9]([O:11][C:12]([CH3:15])([CH3:14])[CH3:13])=[O:10])=[O:10])([CH3:15])([CH3:14])[CH3:13].[NH2:16][C@H:17]1[CH2:22][CH2:21][CH2:20][C@H:19]([OH:23])[CH2:18]1. Given the product [OH:23][C@H:19]1[CH2:20][CH2:21][CH2:22][C@H:17]([NH:16][C:9](=[O:10])[O:11][C:12]([CH3:13])([CH3:14])[CH3:15])[CH2:18]1, predict the reactants needed to synthesize it. (7) Given the product [N:4]([CH2:7][C:8]1[CH:17]=[CH:16][C:11]([C:12]([OH:14])=[O:13])=[C:10]([Cl:18])[CH:9]=1)=[N+:5]=[N-:6], predict the reactants needed to synthesize it. The reactants are: O.[OH-].[Li+].[N:4]([CH2:7][C:8]1[CH:17]=[CH:16][C:11]([C:12]([O:14]C)=[O:13])=[C:10]([Cl:18])[CH:9]=1)=[N+:5]=[N-:6]. (8) Given the product [Cl:24][CH2:47][C:48]1[CH:56]=[CH:55][C:51]([C:52]([NH:13][C:12]2[CH:14]=[CH:15][C:16]([CH3:17])=[C:10]([C:7]3[N:8]=[N:9][C:4]([O:3][CH2:1][CH3:2])=[C:5]([N:18]4[CH2:19][CH2:20][O:21][CH2:22][CH2:23]4)[CH:6]=3)[CH:11]=2)=[O:53])=[CH:50][C:49]=1[C:57]([F:60])([F:59])[F:58], predict the reactants needed to synthesize it. The reactants are: [CH2:1]([O:3][C:4]1[N:9]=[N:8][C:7]([C:10]2[CH:11]=[C:12]([CH:14]=[CH:15][C:16]=2[CH3:17])[NH2:13])=[CH:6][C:5]=1[N:18]1[CH2:23][CH2:22][O:21][CH2:20][CH2:19]1)[CH3:2].[ClH:24].C(N=C=NCCCN(C)C)C.N1C2C(=NC=CC=2)N(O)N=1.Br[CH2:47][C:48]1[CH:56]=[CH:55][C:51]([C:52](O)=[O:53])=[CH:50][C:49]=1[C:57]([F:60])([F:59])[F:58]. (9) Given the product [ClH:12].[Cl:12][CH2:2][C:3]1[C:8]([CH3:9])=[CH:7][CH:6]=[CH:5][N:4]=1, predict the reactants needed to synthesize it. The reactants are: O[CH2:2][C:3]1[C:8]([CH3:9])=[CH:7][CH:6]=[CH:5][N:4]=1.S(Cl)([Cl:12])=O. (10) Given the product [Cl:23][C:50]1[CH:49]=[C:48]([C:28]2[CH2:27][CH2:26][C:57](=[O:58])[NH:56][N:29]=2)[CH:53]=[CH:52][C:51]=1[O:54][CH2:8][C:9]([NH:10][CH2:11][CH2:12][C:14]1[CH:15]=[CH:16][C:17]([OH:20])=[CH:18][CH:19]=1)=[O:44], predict the reactants needed to synthesize it. The reactants are: C(OC(=O)N[CH2:8][CH2:9][NH:10][C:11](=O)[CH:12]([C:14]1[CH:19]=[CH:18][C:17]([OH:20])=[CH:16][CH:15]=1)C)(C)(C)C.[ClH:23].CN(C)[CH2:26][CH2:27][CH2:28][N:29]=C=NCC.N1C2C(=NC=CC=2)N([OH:44])N=1.NCC[C:48]1[CH:53]=[CH:52][C:51]([OH:54])=[CH:50][CH:49]=1.C[N:56](C)[CH:57]=[O:58].